This data is from Full USPTO retrosynthesis dataset with 1.9M reactions from patents (1976-2016). The task is: Predict the reactants needed to synthesize the given product. (1) Given the product [Cl:1][C:2]1[CH:7]=[CH:6][C:5]([NH:8][C:9](=[O:20])[C:10]2[CH:15]=[CH:14][CH:13]=[C:12]([C:16]([F:19])([F:17])[F:18])[CH:11]=2)=[CH:4][C:3]=1[C:21]1[N:26]2[N:27]=[CH:28][C:29]([Cl:30])=[C:25]2[N:24]=[CH:23][CH:22]=1, predict the reactants needed to synthesize it. The reactants are: [Cl:1][C:2]1[CH:7]=[CH:6][C:5]([NH:8][C:9](=[O:20])[C:10]2[CH:15]=[CH:14][CH:13]=[C:12]([C:16]([F:19])([F:18])[F:17])[CH:11]=2)=[CH:4][C:3]=1[C:21]1[N:26]2[N:27]=[CH:28][CH:29]=[C:25]2[N:24]=[CH:23][CH:22]=1.[Cl:30]N1C(=O)CCC1=O. (2) Given the product [ClH:23].[Cl:23][C:21]1[CH:22]=[C:18]([C:16]([C:10]2([CH2:13][CH2:14][CH3:15])[CH2:11][CH2:12][NH:8][CH2:9]2)=[O:17])[S:19][C:20]=1[CH3:24], predict the reactants needed to synthesize it. The reactants are: C(OC([N:8]1[CH2:12][CH2:11][C:10]([C:16]([C:18]2[S:19][C:20]([CH3:24])=[C:21]([Cl:23])[CH:22]=2)=[O:17])([CH2:13][CH2:14][CH3:15])[CH2:9]1)=O)(C)(C)C.CO.ClCCl.Cl. (3) Given the product [F:46][CH:21]([F:20])[C@@:22]1([C:30]2[CH:35]=[C:34]([C:8]3[NH:12][C:11]([C:13]4[CH:18]=[CH:17][C:16]([F:19])=[CH:15][CH:14]=4)=[N:10][N:9]=3)[CH:33]=[CH:32][C:31]=2[F:45])[C@@H:28]2[C@@H:26]([CH2:27]2)[O:25][C:24]([NH2:29])=[N:23]1, predict the reactants needed to synthesize it. The reactants are: C(=O)([O-])[O-].[Na+].[Na+].Br[C:8]1[NH:12][C:11]([C:13]2[CH:18]=[CH:17][C:16]([F:19])=[CH:15][CH:14]=2)=[N:10][N:9]=1.[F:20][CH:21]([F:46])[C@@:22]1([C:30]2[CH:35]=[C:34](B3OC(C)(C)C(C)(C)O3)[CH:33]=[CH:32][C:31]=2[F:45])[C@@H:28]2[C@@H:26]([CH2:27]2)[O:25][C:24]([NH2:29])=[N:23]1.O1CCOCC1.